This data is from Full USPTO retrosynthesis dataset with 1.9M reactions from patents (1976-2016). The task is: Predict the reactants needed to synthesize the given product. Given the product [F:26][C:27]1[CH:28]=[C:29]2[CH:36]=[CH:35][NH:34][C:30]2=[N:31][C:32]=1[C:2]#[C:1][C:3]1[N:7]2[N:8]=[C:9]([C:12]3[CH:13]=[CH:14][C:15]([C:18]([N:20]4[CH2:21][CH2:22][O:23][CH2:24][CH2:25]4)=[O:19])=[CH:16][CH:17]=3)[CH:10]=[CH:11][C:6]2=[N:5][CH:4]=1, predict the reactants needed to synthesize it. The reactants are: [C:1]([C:3]1[N:7]2[N:8]=[C:9]([C:12]3[CH:17]=[CH:16][C:15]([C:18]([N:20]4[CH2:25][CH2:24][O:23][CH2:22][CH2:21]4)=[O:19])=[CH:14][CH:13]=3)[CH:10]=[CH:11][C:6]2=[N:5][CH:4]=1)#[CH:2].[F:26][C:27]1[CH:28]=[C:29]2[CH:36]=[CH:35][NH:34][C:30]2=[N:31][C:32]=1I.